Dataset: Catalyst prediction with 721,799 reactions and 888 catalyst types from USPTO. Task: Predict which catalyst facilitates the given reaction. (1) Reactant: [NH2:1][C:2]1[CH:10]=[CH:9][C:8]([CH:11]([CH3:13])[CH3:12])=[CH:7][C:3]=1[C:4]([OH:6])=[O:5].Cl[C:15](OCC)=[O:16].C(Cl)(=O)C. Product: [CH:11]([C:8]1[CH:9]=[CH:10][C:2]2[NH:1][C:15](=[O:16])[O:5][C:4](=[O:6])[C:3]=2[CH:7]=1)([CH3:13])[CH3:12]. The catalyst class is: 12. (2) Reactant: C([O:8][CH2:9][C@H:10]1[CH2:15][N:14]([S:16]([C:19]2[S:20][CH:21]=[CH:22][CH:23]=2)(=[O:18])=[O:17])[CH2:13][CH2:12][N:11]1[C:24]1[CH:29]=[CH:28][C:27]([C:30]([OH:36])([CH3:35])[C:31]([F:34])([F:33])[F:32])=[CH:26][CH:25]=1)C1C=CC=CC=1.C(Cl)Cl.B(Cl)(Cl)Cl. Product: [F:34][C:31]([F:32])([F:33])[C:30]([C:27]1[CH:28]=[CH:29][C:24]([N:11]2[CH2:12][CH2:13][N:14]([S:16]([C:19]3[S:20][CH:21]=[CH:22][CH:23]=3)(=[O:17])=[O:18])[CH2:15][C@@H:10]2[CH2:9][OH:8])=[CH:25][CH:26]=1)([OH:36])[CH3:35]. The catalyst class is: 5. (3) Reactant: [C:1]([O:5][C:6](=[O:15])[NH:7][CH2:8][CH2:9][C:10]1[N:11]=[CH:12][NH:13][CH:14]=1)([CH3:4])([CH3:3])[CH3:2].[H-].[Na+].[CH3:18]I. Product: [C:1]([O:5][C:6](=[O:15])[NH:7][CH2:8][CH2:9][C:10]1[N:11]=[CH:12][N:13]([CH3:18])[CH:14]=1)([CH3:4])([CH3:2])[CH3:3]. The catalyst class is: 1. (4) Reactant: [Br:1][C:2]1[CH:7]=[CH:6][C:5]([Cl:8])=[CH:4][C:3]=1[CH2:9]Br.[NH:11]1[CH2:16][CH2:15][O:14][CH2:13][CH2:12]1.C(N(CC)CC)C.C(OC(=O)C)C. Product: [Br:1][C:2]1[CH:7]=[CH:6][C:5]([Cl:8])=[CH:4][C:3]=1[CH2:9][N:11]1[CH2:16][CH2:15][O:14][CH2:13][CH2:12]1. The catalyst class is: 3. (5) Reactant: [CH2:1]1[CH:9]2[CH:4]([CH2:5][CH:6]=[CH:7][CH2:8]2)[CH2:3][NH:2]1.C(N(CC)CC)C.Cl[C:18]([O:20][CH2:21][C:22]1[CH:27]=[CH:26][CH:25]=[CH:24][CH:23]=1)=[O:19].O. Product: [CH2:1]1[CH:9]2[CH:4]([CH2:5][CH:6]=[CH:7][CH2:8]2)[CH2:3][N:2]1[C:18]([O:20][CH2:21][C:22]1[CH:27]=[CH:26][CH:25]=[CH:24][CH:23]=1)=[O:19]. The catalyst class is: 4.